From a dataset of Full USPTO retrosynthesis dataset with 1.9M reactions from patents (1976-2016). Predict the reactants needed to synthesize the given product. (1) The reactants are: Cl[C:2]1[C:11]2[CH2:10][N:9]([C@H:12]([C:23]([CH3:26])([CH3:25])[CH3:24])[C:13]([O:15]CC3C=CC=CC=3)=[O:14])[C:8](=[O:27])[C:7]3=[CH:28][N:29]([S:30]([C:33]4[CH:39]=[CH:38][C:36]([CH3:37])=[CH:35][CH:34]=4)(=[O:32])=[O:31])[C:5]([C:6]=23)=[N:4][CH:3]=1.[CH3:40][Al](C)C. Given the product [CH3:25][C:23]([CH3:24])([CH3:26])[C@@H:12]([N:9]1[C:8](=[O:27])[C:7]2=[CH:28][N:29]([S:30]([C:33]3[CH:39]=[CH:38][C:36]([CH3:37])=[CH:35][CH:34]=3)(=[O:31])=[O:32])[C:5]3[C:6]2=[C:11]([C:2]([CH3:40])=[CH:3][N:4]=3)[CH2:10]1)[C:13]([OH:15])=[O:14], predict the reactants needed to synthesize it. (2) Given the product [CH3:2][N:3]1[C:4]2=[C:38]3[CH:40]=[C:10]([C:18]4[N:14]=[C:22]([CH2:17][NH:16][C:35]([CH:32]5[CH2:34][CH2:33]5)=[O:37])[CH:21]=[CH:20][CH:19]=4)[NH:9][C:8]3=[N:7][C:6]([NH:26][CH3:29])=[C:5]2[N:46]=[CH:12]1, predict the reactants needed to synthesize it. The reactants are: Cl.[CH3:2][N:3]([CH3:12])[CH2:4][CH2:5][CH2:6][N:7]=[C:8]=[N:9][CH2:10]C.O[N:14]1[C:18]2[CH:19]=[CH:20][CH:21]=[CH:22][C:17]=2[N:16]=N1.C([N:26]([CH:29](C)C)CC)(C)C.[CH:32]1([C:35]([OH:37])=O)[CH2:34][CH2:33]1.[C:38](O)([C:40](F)(F)F)=O.C[N:46](C)C=O. (3) Given the product [N+:5]([CH:4]=[CH:3][C:24]1[C:23]2[C:27](=[CH:28][C:20]([S:17]([CH3:16])(=[O:19])=[O:18])=[CH:21][CH:22]=2)[NH:26][CH:25]=1)([O-:7])=[O:6], predict the reactants needed to synthesize it. The reactants are: CN(C)[CH:3]=[CH:4][N+:5]([O-:7])=[O:6].C(O)(C(F)(F)F)=O.[CH3:16][S:17]([C:20]1[CH:28]=[C:27]2[C:23]([CH:24]=[CH:25][NH:26]2)=[CH:22][CH:21]=1)(=[O:19])=[O:18]. (4) Given the product [Cl:1][C:2]1[CH:9]=[C:8]([N:10]([CH2:16][C:17]2[CH:22]=[CH:21][CH:20]=[CH:19][C:18]=2[F:23])[C@H:11]2[CH2:15][CH2:14][N:13]([S:27]([CH:25]([CH3:26])[CH3:24])(=[O:29])=[O:28])[CH2:12]2)[CH:7]=[CH:6][C:3]=1[C:4]#[N:5], predict the reactants needed to synthesize it. The reactants are: [Cl:1][C:2]1[CH:9]=[C:8]([N:10]([CH2:16][C:17]2[CH:22]=[CH:21][CH:20]=[CH:19][C:18]=2[F:23])[C@H:11]2[CH2:15][CH2:14][NH:13][CH2:12]2)[CH:7]=[CH:6][C:3]=1[C:4]#[N:5].[CH3:24][CH:25]([S:27](Cl)(=[O:29])=[O:28])[CH3:26].